From a dataset of Catalyst prediction with 721,799 reactions and 888 catalyst types from USPTO. Predict which catalyst facilitates the given reaction. (1) Reactant: [H-].[Na+].[C:3]1([SH:9])[CH:8]=[CH:7][CH:6]=[CH:5][CH:4]=1.Cl[C:11]1[CH:16]=[CH:15][C:14]([N+:17]([O-:19])=[O:18])=[C:13]([O:20][CH3:21])[CH:12]=1.O. Product: [CH3:21][O:20][C:13]1[CH:12]=[C:11]([S:9][C:3]2[CH:8]=[CH:7][CH:6]=[CH:5][CH:4]=2)[CH:16]=[CH:15][C:14]=1[N+:17]([O-:19])=[O:18]. The catalyst class is: 9. (2) Reactant: [C:1]([C:3]1[CH:4]=[C:5]([C:13]2[N:23]=[CH:22][CH:21]=[C:20]([CH3:24])[C:14]=2[C:15]([O:17][CH2:18][CH3:19])=[O:16])[CH:6]=[CH:7][C:8]=1[O:9]COC)#[N:2].[ClH:25].O1CCOCC1. Product: [ClH:25].[C:1]([C:3]1[CH:4]=[C:5]([C:13]2[N:23]=[CH:22][CH:21]=[C:20]([CH3:24])[C:14]=2[C:15]([O:17][CH2:18][CH3:19])=[O:16])[CH:6]=[CH:7][C:8]=1[OH:9])#[N:2]. The catalyst class is: 4. (3) Reactant: [CH2:1]([O:8][NH:9][C:10]([C@H:12]1[C@H:17]2[O:18][C:19]([CH3:22])([CH3:21])[O:20][C@H:16]2[C@@H:15]([O:23]S(C(F)(F)F)(=O)=O)[CH2:14][N:13]1[S:31]([C:34]1[CH:39]=[CH:38][C:37]([O:40][CH3:41])=[CH:36][CH:35]=1)(=[O:33])=[O:32])=[O:11])[C:2]1[CH:7]=[CH:6][CH:5]=[CH:4][CH:3]=1.[C:42]([O-])(=[O:44])[CH3:43].[Cs+].C1OCCOCCOCCOCCOCCOC1.C(OCC)(=O)C. Product: [CH2:1]([O:8][NH:9][C:10]([C@H:12]1[C@H:17]2[O:18][C:19]([CH3:22])([CH3:21])[O:20][C@@H:16]2[C@H:15]([O:23][C:42](=[O:44])[CH3:43])[CH2:14][N:13]1[S:31]([C:34]1[CH:39]=[CH:38][C:37]([O:40][CH3:41])=[CH:36][CH:35]=1)(=[O:32])=[O:33])=[O:11])[C:2]1[CH:3]=[CH:4][CH:5]=[CH:6][CH:7]=1. The catalyst class is: 10. (4) Reactant: [CH:1]1([C:4]2[C:5]([NH2:10])=[N:6][CH:7]=[CH:8][CH:9]=2)[CH2:3][CH2:2]1.[Br:11]N1C(=O)CCC1=O. Product: [Br:11][C:8]1[CH:9]=[C:4]([CH:1]2[CH2:3][CH2:2]2)[C:5]([NH2:10])=[N:6][CH:7]=1. The catalyst class is: 10.